This data is from Forward reaction prediction with 1.9M reactions from USPTO patents (1976-2016). The task is: Predict the product of the given reaction. (1) Given the reactants [N+:1]([C:4]1[CH:9]=[CH:8][C:7]([CH2:10][C:11]([OH:13])=[O:12])=[CH:6][CH:5]=1)([O-:3])=[O:2].S(=O)(=O)(O)O.[OH-].[Na+].[CH2:21](O)[CH3:22], predict the reaction product. The product is: [CH2:21]([O:12][C:11](=[O:13])[CH2:10][C:7]1[CH:6]=[CH:5][C:4]([N+:1]([O-:3])=[O:2])=[CH:9][CH:8]=1)[CH3:22]. (2) Given the reactants [C:1]([C:4]12[CH2:11][CH2:10][C:7]([NH:12][CH2:13][C:14]([N:16]3[CH2:20][C@@H:19]([F:21])[CH2:18][C@H:17]3[C:22]#[N:23])=[O:15])([CH2:8][CH2:9]1)[CH2:6][CH2:5]2)(O)=[O:2].[N:24]1([C:29]2[CH:35]=[CH:34][C:32]([NH2:33])=[CH:31][CH:30]=2)[CH2:28][CH2:27][CH2:26][CH2:25]1, predict the reaction product. The product is: [N:24]1([C:29]2[CH:35]=[CH:34][C:32]([NH:33][C:1]([C:4]34[CH2:11][CH2:10][C:7]([NH:12][CH2:13][C:14]([N:16]5[CH2:20][C@@H:19]([F:21])[CH2:18][C@H:17]5[C:22]#[N:23])=[O:15])([CH2:8][CH2:9]3)[CH2:6][CH2:5]4)=[O:2])=[CH:31][CH:30]=2)[CH2:25][CH2:26][CH2:27][CH2:28]1.